Dataset: Reaction yield outcomes from USPTO patents with 853,638 reactions. Task: Predict the reaction yield, written as a fraction of the theoretical maximum amount of product (1.0 means a 100% yield; for example, 0.34 means a 34% yield). (1) The reactants are [NH2:1][C:2]1[CH:3]=[C:4]([CH:8]2[C:17]([CH3:19])([CH3:18])[CH2:16][C:15]3[C:10](=[CH:11][CH:12]=[C:13]([C:20]([O-:22])=[O:21])[CH:14]=3)[NH:9]2)[CH:5]=[CH:6][CH:7]=1.[CH:23]1([C:26]([OH:28])=O)[CH2:25][CH2:24]1.[CH:29](N(CC)C(C)C)(C)C.P(Cl)(Cl)(Cl)=O. The catalyst is ClCCl. The product is [CH:23]1([C:26]([NH:1][C:2]2[CH:3]=[C:4]([CH:8]3[C:17]([CH3:18])([CH3:19])[CH2:16][C:15]4[C:10](=[CH:11][CH:12]=[C:13]([C:20]([O:22][CH3:29])=[O:21])[CH:14]=4)[NH:9]3)[CH:5]=[CH:6][CH:7]=2)=[O:28])[CH2:25][CH2:24]1. The yield is 0.598. (2) The reactants are [NH:1]1[C:9]2[C:4](=[CH:5][CH:6]=[CH:7][CH:8]=2)[C:3]2([CH2:13][O:12][C:11]3[CH:14]=[C:15]4[C:19](=[CH:20][C:10]2=3)[CH2:18][CH2:17][O:16]4)[C:2]1=[O:21].C(=O)([O-])[O-].[Cs+].[Cs+].Cl[CH2:29][C:30]1[CH:31]=[N:32][C:33]([O:36][CH3:37])=[N:34][CH:35]=1.O. The catalyst is CN(C)C=O. The product is [CH3:37][O:36][C:33]1[N:34]=[CH:35][C:30]([CH2:29][N:1]2[C:9]3[C:4](=[CH:5][CH:6]=[CH:7][CH:8]=3)[C:3]3([CH2:13][O:12][C:11]4[CH:14]=[C:15]5[C:19](=[CH:20][C:10]3=4)[CH2:18][CH2:17][O:16]5)[C:2]2=[O:21])=[CH:31][N:32]=1. The yield is 0.730. (3) The reactants are C([O:4][CH2:5][C:6]([OH:8])=O)(=O)C.C[N+]1(C2N=C(OC)N=C(OC)N=2)CCOCC1.[Cl-].[Cl:27][C:28]1[CH:29]=[C:30]2[C:34](=[CH:35][CH:36]=1)[NH:33][C:32]([C:37]([NH:39][C@@H:40]1[CH2:48][C:47]3[C:42](=[CH:43][CH:44]=[CH:45][CH:46]=3)[C@H:41]1[NH:49][CH2:50]C(OC(C)(C)C)=O)=[O:38])=[CH:31]2. The catalyst is C1COCC1. The product is [Cl:27][C:28]1[CH:29]=[C:30]2[C:34](=[CH:35][CH:36]=1)[NH:33][C:32]([C:37]([NH:39][C@@H:40]1[CH2:48][C:47]3[C:42](=[CH:43][CH:44]=[CH:45][CH:46]=3)[C@H:41]1[NH:49][CH2:50][C@@H:6]([OH:8])[CH2:5][OH:4])=[O:38])=[CH:31]2. The yield is 0.800. (4) The reactants are [OH:1][N:2]1[C:7](=[O:8])[C:6]([CH2:9][C:10]2[CH:15]=[CH:14][C:13]([C:16]3[C:17]([C:22]#[N:23])=[CH:18][CH:19]=[CH:20][CH:21]=3)=[CH:12][CH:11]=2)=[C:5]([CH2:24][CH2:25][CH3:26])[N:4]=[C:3]1[CH3:27].[O:28]1[CH2:33][CH2:32][CH:31](O)[CH2:30][CH2:29]1.C1(P(C2C=CC=CC=2)C2C=CC=CC=2)C=CC=CC=1.[N:55]([C:56]([O:58]C(C)C)=[O:57])=[N:55][C:56]([O:58]C(C)C)=[O:57]. The catalyst is O1CCCC1.C(OCC)(=O)C. The product is [CH3:27][C:3]1[N:2]([O:1][CH:31]2[CH2:32][CH2:33][O:28][CH2:29][CH2:30]2)[C:7](=[O:8])[C:6]([CH2:9][C:10]2[CH:11]=[CH:12][C:13]([C:16]3[CH:21]=[CH:20][CH:19]=[CH:18][C:17]=3[C:22]3[NH:55][C:56](=[O:57])[O:58][N:23]=3)=[CH:14][CH:15]=2)=[C:5]([CH2:24][CH2:25][CH3:26])[N:4]=1. The yield is 0.490. (5) The yield is 0.810. The reactants are [Br:1][C:2]1[C:3](=[O:29])[N:4]([C:19]2[CH:20]=[C:21]([CH:26]=[CH:27][CH:28]=2)[C:22]([O:24]C)=[O:23])[C:5]([CH3:18])=[CH:6][C:7]=1[O:8][CH2:9][C:10]1[CH:15]=[CH:14][C:13]([F:16])=[CH:12][C:11]=1[F:17].[OH-].[Na+].Cl. The catalyst is CO.O1CCCC1. The product is [Br:1][C:2]1[C:3](=[O:29])[N:4]([C:19]2[CH:20]=[C:21]([CH:26]=[CH:27][CH:28]=2)[C:22]([OH:24])=[O:23])[C:5]([CH3:18])=[CH:6][C:7]=1[O:8][CH2:9][C:10]1[CH:15]=[CH:14][C:13]([F:16])=[CH:12][C:11]=1[F:17]. (6) The reactants are [N:1]1[CH:6]=[CH:5][CH:4]=[C:3]([C:7]2[N:8]([C:16]3[CH:21]=[CH:20][C:19]([S:22]([NH2:25])(=[O:24])=[O:23])=[CH:18][CH:17]=3)[CH:9]=[C:10]([C:12]([F:15])([F:14])[F:13])[N:11]=2)[CH:2]=1.[C:26](OC(=O)C)(=[O:28])[CH3:27].C(N(CC)CC)C. The catalyst is CN(C)C1C=CN=CC=1.O. The product is [N:1]1[CH:6]=[CH:5][CH:4]=[C:3]([C:7]2[N:8]([C:16]3[CH:21]=[CH:20][C:19]([S:22]([NH:25][C:26](=[O:28])[CH3:27])(=[O:23])=[O:24])=[CH:18][CH:17]=3)[CH:9]=[C:10]([C:12]([F:13])([F:14])[F:15])[N:11]=2)[CH:2]=1. The yield is 0.900. (7) The reactants are [CH2:1]([NH:8][C:9](=[O:18])[C:10]1[CH:15]=[CH:14][C:13]([NH:16][NH2:17])=[N:12][CH:11]=1)[C:2]1[CH:7]=[CH:6][CH:5]=[CH:4][CH:3]=1.[C:19]([C:21]1[CH:26]=[CH:25][C:24]([C:27](=[CH:33]N(C)C)[C:28](OCC)=[O:29])=[C:23]([F:37])[CH:22]=1)#[N:20].C(O)(=O)C.CCN(C(C)C)C(C)C. The catalyst is CC(O)C.CS(C)=O. The product is [CH2:1]([NH:8][C:9](=[O:18])[C:10]1[CH:15]=[CH:14][C:13]([N:16]2[C:28]([OH:29])=[C:27]([C:24]3[CH:25]=[CH:26][C:21]([C:19]#[N:20])=[CH:22][C:23]=3[F:37])[CH:33]=[N:17]2)=[N:12][CH:11]=1)[C:2]1[CH:3]=[CH:4][CH:5]=[CH:6][CH:7]=1. The yield is 0.100. (8) The reactants are C(Cl)(=O)C(Cl)=O.ClCCl.CS(C)=O.[OH:14][CH2:15][C:16]1[N:21]=[C:20]([C:22]([O:24][CH3:25])=[O:23])[CH:19]=[CH:18][CH:17]=1.C(N(CC)CC)C. The catalyst is ClCCl. The product is [CH:15]([C:16]1[N:21]=[C:20]([C:22]([O:24][CH3:25])=[O:23])[CH:19]=[CH:18][CH:17]=1)=[O:14]. The yield is 0.690. (9) The reactants are CCOC(C)=O.CO.C([O:16][C:17]1[CH:26]=[C:25]2[C:20]([CH:21]=[CH:22][C:23]([O:27][CH2:28][CH2:29][CH2:30][NH:31][C:32](=[O:38])[O:33][C:34]([CH3:37])([CH3:36])[CH3:35])=[CH:24]2)=[CH:19][C:18]=1[C:39]1[N:40]=[N:41][C:42]([N:45]([CH3:56])[CH:46]2[CH2:51][C:50]([CH3:53])([CH3:52])[NH:49][C:48]([CH3:55])([CH3:54])[CH2:47]2)=[CH:43][CH:44]=1)C1C=CC=CC=1. The catalyst is C(Cl)Cl.CCOCC.[Pd]. The product is [OH:16][C:17]1[CH:26]=[C:25]2[C:20]([CH:21]=[CH:22][C:23]([O:27][CH2:28][CH2:29][CH2:30][NH:31][C:32](=[O:38])[O:33][C:34]([CH3:37])([CH3:36])[CH3:35])=[CH:24]2)=[CH:19][C:18]=1[C:39]1[N:40]=[N:41][C:42]([N:45]([CH3:56])[CH:46]2[CH2:51][C:50]([CH3:53])([CH3:52])[NH:49][C:48]([CH3:55])([CH3:54])[CH2:47]2)=[CH:43][CH:44]=1. The yield is 0.910.